From a dataset of Reaction yield outcomes from USPTO patents with 853,638 reactions. Predict the reaction yield, written as a fraction of the theoretical maximum amount of product (1.0 means a 100% yield; for example, 0.34 means a 34% yield). (1) The reactants are [Br:1][C:2]1[C:3]([CH3:11])=[N:4][N:5]([CH2:8][CH2:9][NH2:10])[C:6]=1[CH3:7].[ClH:12]. The catalyst is CCOCC. The product is [ClH:12].[Br:1][C:2]1[C:3]([CH3:11])=[N:4][N:5]([CH2:8][CH2:9][NH2:10])[C:6]=1[CH3:7]. The yield is 1.00. (2) The reactants are [F:1][C:2]1[CH:3]=[C:4]([CH:13]=[CH:14][C:15]=1[F:16])[C:5]([CH:7]1[CH2:12][CH2:11][O:10][CH2:9][CH2:8]1)=[O:6].[BH4-].[Na+]. The catalyst is CO. The product is [F:1][C:2]1[CH:3]=[C:4]([CH:5]([CH:7]2[CH2:8][CH2:9][O:10][CH2:11][CH2:12]2)[OH:6])[CH:13]=[CH:14][C:15]=1[F:16]. The yield is 0.880. (3) The reactants are [NH:1]([C:3]1[CH:4]=[C:5]([CH:9]=[CH:10][CH:11]=1)[C:6]([OH:8])=[O:7])N.[CH:12]([C:15]([CH3:17])=O)([CH3:14])[CH3:13]. The catalyst is C(O)C.S(=O)(=O)(O)O. The product is [CH3:17][C:15]1[C:12]([CH3:14])([CH3:13])[C:4]2[C:3](=[CH:11][CH:10]=[CH:9][C:5]=2[C:6]([OH:8])=[O:7])[N:1]=1. The yield is 0.813. (4) The reactants are [C:1]([C:4]1[C:8]([CH3:9])=[C:7]([C:10]2[CH:15]=[CH:14][N:13]=[CH:12][CH:11]=2)[NH:6][C:5]=1[CH:16]=[O:17])(=[O:3])[CH3:2].[BH4-].[Na+].O. The catalyst is C(Cl)Cl.CO. The product is [C:1]([C:4]1[C:8]([CH3:9])=[C:7]([C:10]2[CH:11]=[CH:12][N:13]=[CH:14][CH:15]=2)[NH:6][C:5]=1[CH2:16][OH:17])(=[O:3])[CH3:2]. The yield is 0.240. (5) The reactants are [F:1][C:2]1[CH:3]=[C:4]([C:14]2[CH:15]=[C:16]3[C:22]([C:23]4[CH:24]=[N:25][N:26]([CH2:28][C:29]5[CH:34]=[CH:33][CH:32]=[C:31]([F:35])[CH:30]=5)[CH:27]=4)=[CH:21][N:20]([S:36]([C:39]4[CH:45]=[CH:44][C:42]([CH3:43])=[CH:41][CH:40]=4)(=[O:38])=[O:37])[C:17]3=[N:18][CH:19]=2)[CH:5]=[N:6][C:7]=1[N:8]1[CH2:13][CH2:12][NH:11][CH2:10][CH2:9]1.[CH3:46][C@H:47]1[CH2:49][O:48]1.CCN(C(C)C)C(C)C. The catalyst is C(O)C. The product is [F:1][C:2]1[C:7]([N:8]2[CH2:13][CH2:12][N:11]([CH2:46][C@@H:47]([OH:48])[CH3:49])[CH2:10][CH2:9]2)=[N:6][CH:5]=[C:4]([C:14]2[CH:15]=[C:16]3[C:22]([C:23]4[CH:24]=[N:25][N:26]([CH2:28][C:29]5[CH:34]=[CH:33][CH:32]=[C:31]([F:35])[CH:30]=5)[CH:27]=4)=[CH:21][N:20]([S:36]([C:39]4[CH:45]=[CH:44][C:42]([CH3:43])=[CH:41][CH:40]=4)(=[O:37])=[O:38])[C:17]3=[N:18][CH:19]=2)[CH:3]=1. The yield is 0.978. (6) The reactants are [CH3:1][C:2]1[C:7]([O:8][CH3:9])=[C:6]([CH2:10]/[CH:11]=[C:12](/[CH2:14][CH2:15][C:16]([O:18][CH2:19][CH2:20][N:21]2[CH2:26][CH2:25][O:24][CH2:23][CH2:22]2)=[O:17])\[CH3:13])[C:5]([OH:27])=[C:4]2[C:28]([O:30][CH2:31][C:3]=12)=[O:29].C(O)(=O)C.C[Si](C)(C)[Cl:38]. The catalyst is C(OCC)(=O)C. The product is [CH3:1][C:2]1[C:7]([O:8][CH3:9])=[C:6]([CH2:10]/[CH:11]=[C:12](/[CH2:14][CH2:15][C:16]([O:18][CH2:19][CH2:20][N:21]2[CH2:22][CH2:23][O:24][CH2:25][CH2:26]2)=[O:17])\[CH3:13])[C:5]([OH:27])=[C:4]2[C:28]([O:30][CH2:31][C:3]=12)=[O:29].[ClH:38]. The yield is 0.976.